This data is from Blood-brain barrier penetration binary classification data from Martins et al.. The task is: Regression/Classification. Given a drug SMILES string, predict its absorption, distribution, metabolism, or excretion properties. Task type varies by dataset: regression for continuous measurements (e.g., permeability, clearance, half-life) or binary classification for categorical outcomes (e.g., BBB penetration, CYP inhibition). Dataset: bbb_martins. (1) The drug is C/C=C/C(=O)N(CCC)C(CC)C(=O)N(C)C. The result is 1 (penetrates BBB). (2) The drug is NC(=O)c1cn(Cc2c(F)cccc2F)nn1. The result is 1 (penetrates BBB). (3) The molecule is NC(N)=Nc1nc(-c2cccc(N)c2)cs1. The result is 1 (penetrates BBB). (4) The molecule is CN(C)[C@@H]1C(=O)/C(=C(\N)O)C(=O)[C@@]2(O)C(=O)C3=C(O)c4c(O)cccc4[C@@](C)(O)[C@H]3C[C@@H]12. The result is 0 (does not penetrate BBB).